This data is from Forward reaction prediction with 1.9M reactions from USPTO patents (1976-2016). The task is: Predict the product of the given reaction. (1) Given the reactants [CH:1]1([N:6]([C@H:20]2[CH2:25][CH2:24][C@H:23]([CH2:26][CH3:27])[CH2:22][CH2:21]2)[C:7](=[O:19])[NH:8][C:9]2[S:10][C:11]([S:14][CH2:15][C:16]([OH:18])=[O:17])=[CH:12][N:13]=2)[CH2:5][CH2:4][CH2:3][CH2:2]1.[CH:28]1(N[C@H]2CC[C@H](CC)CC2)CCCCC1.C(OC(=O)CSC1SC(N)=NC=1)C, predict the reaction product. The product is: [CH:1]1([N:6]([C@H:20]2[CH2:21][CH2:22][C@H:23]([CH2:26][CH3:27])[CH2:24][CH2:25]2)[C:7](=[O:19])[NH:8][C:9]2[S:10][C:11]([S:14][CH2:15][C:16]([OH:18])=[O:17])=[CH:12][N:13]=2)[CH2:2][CH2:3][CH2:4][CH2:28][CH2:5]1. (2) Given the reactants C1(P(C2C=CC=CC=2)C2C=CC=CC=2)C=CC=CC=1.[N:20]([CH:23]1[C:29](=[O:30])[NH:28][C:27]2[CH:31]=[C:32]([O:35][CH2:36][C:37]3[CH:42]=[CH:41][CH:40]=[CH:39][CH:38]=3)[CH:33]=[CH:34][C:26]=2[CH2:25][CH2:24]1)=[N+]=[N-], predict the reaction product. The product is: [NH2:20][CH:23]1[C:29](=[O:30])[NH:28][C:27]2[CH:31]=[C:32]([O:35][CH2:36][C:37]3[CH:42]=[CH:41][CH:40]=[CH:39][CH:38]=3)[CH:33]=[CH:34][C:26]=2[CH2:25][CH2:24]1. (3) Given the reactants [C:1]([NH:9][C:10]([NH:12][C:13]1[CH:18]=[C:17]([N:19]([CH2:28][C:29]2[CH:34]=[CH:33][C:32]([CH3:35])=[CH:31][CH:30]=2)[CH2:20][C:21]2[CH:26]=[CH:25][C:24]([CH3:27])=[CH:23][CH:22]=2)[CH:16]=[CH:15][C:14]=1[O:36][CH3:37])=[S:11])(=[O:8])[C:2]1[CH:7]=[CH:6][CH:5]=[CH:4][CH:3]=1.BrBr, predict the reaction product. The product is: [CH3:35][C:32]1[CH:31]=[CH:30][C:29]([CH2:28][N:19]([CH2:20][C:21]2[CH:26]=[CH:25][C:24]([CH3:27])=[CH:23][CH:22]=2)[C:17]2[C:18]3[S:11][C:10]([NH:9][C:1](=[O:8])[C:2]4[CH:7]=[CH:6][CH:5]=[CH:4][CH:3]=4)=[N:12][C:13]=3[C:14]([O:36][CH3:37])=[CH:15][CH:16]=2)=[CH:34][CH:33]=1. (4) The product is: [F:12][C:13]1[CH:18]=[CH:17][C:16]([C:9]2([OH:11])[C:10]3[N:1]=[CH:2][CH:3]=[CH:4][C:5]=3[CH2:6][CH2:7][CH2:8]2)=[CH:15][CH:14]=1. Given the reactants [N:1]1[C:10]2[C:9](=[O:11])[CH2:8][CH2:7][CH2:6][C:5]=2[CH:4]=[CH:3][CH:2]=1.[F:12][C:13]1[CH:18]=[CH:17][C:16]([Mg]Br)=[CH:15][CH:14]=1, predict the reaction product. (5) Given the reactants [OH-].[Na+].[Br:3][C:4]1[CH:5]=[C:6]([C:21]([O:23]C)=[O:22])[CH:7]=[C:8]2[C:13]=1[O:12][C:11]([N:14]1[CH2:19][CH2:18][O:17][CH2:16][CH2:15]1)=[CH:10][C:9]2=[O:20].C1COCC1.Cl, predict the reaction product. The product is: [Br:3][C:4]1[CH:5]=[C:6]([C:21]([OH:23])=[O:22])[CH:7]=[C:8]2[C:13]=1[O:12][C:11]([N:14]1[CH2:19][CH2:18][O:17][CH2:16][CH2:15]1)=[CH:10][C:9]2=[O:20]. (6) Given the reactants [OH:1][C@H:2]1[CH2:7][CH2:6][C@H:5]([NH:8][C:9]2[N:14]=[C:13]([NH:15][C:16]3[S:17][C:18]4[CH:24]=[C:23]([C:25]([O:27]CC)=[O:26])[CH:22]=[CH:21][C:19]=4[N:20]=3)[CH:12]=[C:11]([CH2:30][C:31]3[CH:36]=[CH:35][CH:34]=[CH:33][CH:32]=3)[N:10]=2)[CH2:4][CH2:3]1.N, predict the reaction product. The product is: [OH:1][C@H:2]1[CH2:3][CH2:4][C@H:5]([NH:8][C:9]2[N:14]=[C:13]([NH:15][C:16]3[S:17][C:18]4[CH:24]=[C:23]([C:25]([OH:27])=[O:26])[CH:22]=[CH:21][C:19]=4[N:20]=3)[CH:12]=[C:11]([CH2:30][C:31]3[CH:32]=[CH:33][CH:34]=[CH:35][CH:36]=3)[N:10]=2)[CH2:6][CH2:7]1. (7) Given the reactants [CH2:1]([CH:4]1[CH2:9][CH2:8][N:7]([C:10]([O:12][C:13]2[CH:18]=[CH:17][C:16]([CH3:19])=[CH:15][CH:14]=2)=[O:11])[CH2:6][CH2:5]1)[C:2]#[CH:3].I[C:21]1[N:22]=[C:23]([NH2:39])[C:24]2[N:25]=[CH:26][N:27]([C:37]=2[N:38]=1)[C@@H:28]1[O:36][C@H:33]([CH2:34][OH:35])[C@@H:31]([OH:32])[C@H:29]1[OH:30], predict the reaction product. The product is: [CH3:19][C:16]1[CH:17]=[CH:18][C:13]([O:12][C:10]([N:7]2[CH2:6][CH2:5][CH:4]([CH2:1][C:2]#[C:3][C:21]3[N:22]=[C:23]([NH2:39])[C:24]4[N:25]=[CH:26][N:27]([C:37]=4[N:38]=3)[C@@H:28]3[O:36][C@H:33]([CH2:34][OH:35])[C@@H:31]([OH:32])[C@H:29]3[OH:30])[CH2:9][CH2:8]2)=[O:11])=[CH:14][CH:15]=1.